This data is from Forward reaction prediction with 1.9M reactions from USPTO patents (1976-2016). The task is: Predict the product of the given reaction. The product is: [N:7]1[CH:8]=[CH:9][N:10]2[CH:15]=[CH:14][C:13]([CH2:16][NH:17][C:18]([C:20]3[CH:28]=[CH:27][C:23]([C:24]([NH:5][CH2:4][C@@H:3]4[CH2:2][CH2:6][O:37][CH2:36]4)=[O:26])=[CH:22][CH:21]=3)=[O:19])=[CH:12][C:11]=12. Given the reactants C[CH:2]([CH3:6])[CH2:3][CH2:4][NH2:5].[N:7]1[CH:8]=[CH:9][N:10]2[CH:15]=[CH:14][C:13]([CH2:16][NH:17][C:18]([C:20]3[CH:28]=[CH:27][C:23]([C:24]([OH:26])=O)=[CH:22][CH:21]=3)=[O:19])=[CH:12][C:11]=12.[N+](C1C=CC([C:36](O)=[O:37])=CC=1)([O-])=O, predict the reaction product.